Predict which catalyst facilitates the given reaction. From a dataset of Catalyst prediction with 721,799 reactions and 888 catalyst types from USPTO. (1) Reactant: [O-2].[Zn+2:2].[C:3]([OH:7])(=[O:6])[CH:4]=[CH2:5]. Product: [C:3]([O-:7])(=[O:6])[CH:4]=[CH2:5].[Zn+2:2].[C:3]([O-:7])(=[O:6])[CH:4]=[CH2:5]. The catalyst class is: 194. (2) Reactant: COC1C=CC(C[N:8]2[CH:12]=[C:11]([C:13]3[CH:18]=[CH:17][N:16]=[C:15]([NH:19][C:20]4[CH:25]=[C:24]([CH3:26])[CH:23]=[C:22]([C:27]5[S:31][CH:30]=[N:29][CH:28]=5)[N:21]=4)[CH:14]=3)[CH:10]=[N:9]2)=CC=1. Product: [CH3:26][C:24]1[CH:23]=[C:22]([C:27]2[S:31][CH:30]=[N:29][CH:28]=2)[N:21]=[C:20]([NH:19][C:15]2[CH:14]=[C:13]([C:11]3[CH:12]=[N:8][NH:9][CH:10]=3)[CH:18]=[CH:17][N:16]=2)[CH:25]=1. The catalyst class is: 67. (3) Reactant: [Br:1][CH:2]([CH2:6][CH:7]1[CH2:11][CH2:10][CH2:9][CH2:8]1)[C:3](Cl)=[O:4].CN1CCOCC1.[N:19]1[CH:24]=[CH:23][N:22]=[CH:21][C:20]=1[NH2:25]. Product: [Br:1][CH:2]([CH2:6][CH:7]1[CH2:11][CH2:10][CH2:9][CH2:8]1)[C:3]([NH:25][C:20]1[CH:21]=[N:22][CH:23]=[CH:24][N:19]=1)=[O:4]. The catalyst class is: 7. (4) Product: [C:1]([NH:5][C:6]1[C:15]([CH2:16][C@@H:17]([CH3:21])[C:18]([NH:37][C@H:35]2[CH2:34][CH2:33][O:32][C@@H:31]([C:29]#[CH:30])[CH2:36]2)=[O:19])=[CH:14][C:13]2[C:8](=[CH:9][CH:10]=[C:11]([C:22]3[CH:27]=[CH:26][CH:25]=[CH:24][C:23]=3[CH3:28])[CH:12]=2)[N:7]=1)([CH3:2])([CH3:4])[CH3:3]. The catalyst class is: 3. Reactant: [C:1]([NH:5][C:6]1[C:15]([CH2:16][C@@H:17]([CH3:21])[C:18](O)=[O:19])=[CH:14][C:13]2[C:8](=[CH:9][CH:10]=[C:11]([C:22]3[CH:27]=[CH:26][CH:25]=[CH:24][C:23]=3[CH3:28])[CH:12]=2)[N:7]=1)([CH3:4])([CH3:3])[CH3:2].[C:29]([C@H:31]1[CH2:36][C@@H:35]([NH2:37])[CH2:34][CH2:33][O:32]1)#[CH:30].C(N(C(C)C)C(C)C)C.CN(C(ON1N=NC2C=CC=NC1=2)=[N+](C)C)C.F[P-](F)(F)(F)(F)F. (5) Reactant: F[C:2]1[CH:7]=[CH:6][CH:5]=[CH:4][C:3]=1[N+:8]([O-:10])=[O:9].[NH2:11][CH2:12][CH2:13][NH:14][C:15](=[O:21])[O:16][C:17]([CH3:20])([CH3:19])[CH3:18].C(N(CC)CC)C.O. Product: [N+:8]([C:3]1[CH:4]=[CH:5][CH:6]=[CH:7][C:2]=1[NH:11][CH2:12][CH2:13][NH:14][C:15](=[O:21])[O:16][C:17]([CH3:19])([CH3:18])[CH3:20])([O-:10])=[O:9]. The catalyst class is: 7.